This data is from Reaction yield outcomes from USPTO patents with 853,638 reactions. The task is: Predict the reaction yield, written as a fraction of the theoretical maximum amount of product (1.0 means a 100% yield; for example, 0.34 means a 34% yield). (1) The reactants are C[O:2][C:3](=O)[C:4]1[CH:9]=[C:8]([C:10]#[N:11])[CH:7]=[CH:6][C:5]=1[CH2:12][N:13]([CH2:24][C:25]1[C:30]([NH:31][C:32]([O:34][C:35]([CH3:38])([CH3:37])[CH3:36])=[O:33])=[CH:29][CH:28]=[CH:27][N:26]=1)[CH:14]1[C:23]2[N:22]=[CH:21][CH:20]=[CH:19][C:18]=2[CH2:17][CH2:16][CH2:15]1.[H-].[H-].[H-].[H-].[Li+].[Al+3].C(C(C(C([O-])=O)O)O)([O-])=O.C(Cl)Cl. The catalyst is C1COCC1. The product is [C:35]([O:34][C:32](=[O:33])[NH:31][C:30]1[C:25]([CH2:24][N:13]([CH2:12][C:5]2[CH:6]=[CH:7][C:8]([CH2:10][NH2:11])=[CH:9][C:4]=2[CH2:3][OH:2])[CH:14]2[C:23]3[N:22]=[CH:21][CH:20]=[CH:19][C:18]=3[CH2:17][CH2:16][CH2:15]2)=[N:26][CH:27]=[CH:28][CH:29]=1)([CH3:38])([CH3:36])[CH3:37]. The yield is 0.370. (2) The reactants are [Br:1][C:2]1[C:10]2[C:5](=[N:6][CH:7]=[N:8][C:9]=2[NH2:11])[NH:4][N:3]=1.C(=O)([O-])[O-].[K+].[K+].[CH:18](Br)([CH3:20])[CH3:19]. The catalyst is CN(C=O)C. The product is [Br:1][C:2]1[N:3]([CH:18]([CH3:20])[CH3:19])[N:4]=[C:5]2[C:10]=1[C:9]([NH2:11])=[N:8][CH:7]=[N:6]2. The yield is 0.0310. (3) The reactants are [CH3:1][C:2]1[CH:10]=[CH:9][CH:8]=[C:4]([C:5]([OH:7])=O)[C:3]=1[OH:11].[CH3:12][Li].Cl. The catalyst is CCOCC. The product is [OH:11][C:3]1[C:2]([CH3:1])=[CH:10][CH:9]=[CH:8][C:4]=1[C:5](=[O:7])[CH3:12]. The yield is 0.900. (4) The reactants are Br[C:2]1[CH:7]=[CH:6][C:5]([NH:8][C:9]2[S:10][C:11]3[CH2:17][CH2:16][CH2:15][CH:14]([C:18]4[CH:23]=[CH:22][CH:21]=[CH:20][CH:19]=4)[C:12]=3[N:13]=2)=[CH:4][C:3]=1[O:24][CH3:25].[C:26]([OH:32])([C:28]([F:31])([F:30])[F:29])=[O:27].[CH3:33][C:34]1[CH:39]=[C:38](B(O)O)[CH:37]=[CH:36][N:35]=1.C([O-])([O-])=O.[Cs+].[Cs+]. The catalyst is COCCOC.C1C=CC([P]([Pd]([P](C2C=CC=CC=2)(C2C=CC=CC=2)C2C=CC=CC=2)([P](C2C=CC=CC=2)(C2C=CC=CC=2)C2C=CC=CC=2)[P](C2C=CC=CC=2)(C2C=CC=CC=2)C2C=CC=CC=2)(C2C=CC=CC=2)C2C=CC=CC=2)=CC=1.O. The product is [F:29][C:28]([F:31])([F:30])[C:26]([OH:32])=[O:27].[CH3:25][O:24][C:3]1[CH:4]=[C:5]([NH:8][C:9]2[S:10][C:11]3[CH2:17][CH2:16][CH2:15][CH:14]([C:18]4[CH:23]=[CH:22][CH:21]=[CH:20][CH:19]=4)[C:12]=3[N:13]=2)[CH:6]=[CH:7][C:2]=1[C:38]1[CH:37]=[CH:36][N:35]=[C:34]([CH3:33])[CH:39]=1. The yield is 0.350.